This data is from Forward reaction prediction with 1.9M reactions from USPTO patents (1976-2016). The task is: Predict the product of the given reaction. Given the reactants [C:1]1([B-:7]([C:20]2[CH:25]=[CH:24][CH:23]=[CH:22][CH:21]=2)([C:14]2[CH:19]=[CH:18][CH:17]=[CH:16][CH:15]=2)[C:8]2[CH:13]=[CH:12][CH:11]=[CH:10][CH:9]=2)[CH:6]=[CH:5][CH:4]=[CH:3][CH:2]=1.[Na+].O.Cl.[C:29]([P:33]([C:38]([CH3:41])([CH3:40])[CH3:39])[C:34]([CH3:37])([CH3:36])[CH3:35])([CH3:32])([CH3:31])[CH3:30], predict the reaction product. The product is: [C:20]1([B-:7]([C:1]2[CH:2]=[CH:3][CH:4]=[CH:5][CH:6]=2)([C:8]2[CH:9]=[CH:10][CH:11]=[CH:12][CH:13]=2)[C:14]2[CH:19]=[CH:18][CH:17]=[CH:16][CH:15]=2)[CH:21]=[CH:22][CH:23]=[CH:24][CH:25]=1.[C:38]([PH+:33]([C:29]([CH3:32])([CH3:31])[CH3:30])[C:34]([CH3:37])([CH3:36])[CH3:35])([CH3:39])([CH3:40])[CH3:41].